From a dataset of Peptide-MHC class I binding affinity with 185,985 pairs from IEDB/IMGT. Regression. Given a peptide amino acid sequence and an MHC pseudo amino acid sequence, predict their binding affinity value. This is MHC class I binding data. (1) The binding affinity (normalized) is 0.557. The peptide sequence is YVLNSQIAV. The MHC is HLA-A02:01 with pseudo-sequence HLA-A02:01. (2) The peptide sequence is GYIPIERVL. The MHC is HLA-A30:01 with pseudo-sequence HLA-A30:01. The binding affinity (normalized) is 0.0847. (3) The peptide sequence is TLIGDCATV. The MHC is HLA-A68:02 with pseudo-sequence HLA-A68:02. The binding affinity (normalized) is 0.537. (4) The MHC is HLA-A02:03 with pseudo-sequence HLA-A02:03. The binding affinity (normalized) is 0.569. The peptide sequence is MMMNWSPTT. (5) The peptide sequence is KYAANYTKI. The MHC is H-2-Kd with pseudo-sequence H-2-Kd. The binding affinity (normalized) is 1.00. (6) The peptide sequence is RVMAIFMAL. The MHC is HLA-C07:01 with pseudo-sequence HLA-C07:01. The binding affinity (normalized) is 0.0847. (7) The peptide sequence is AEWDRVHPV. The MHC is HLA-B07:02 with pseudo-sequence HLA-B07:02. The binding affinity (normalized) is 0.0408.